From a dataset of Forward reaction prediction with 1.9M reactions from USPTO patents (1976-2016). Predict the product of the given reaction. Given the reactants [F:1][C:2]1[CH:7]=[CH:6][C:5]([OH:8])=[CH:4][CH:3]=1.[H-].[Na+].Cl.[Br:12][C:13]1[CH:14]=[CH:15][C:16]([CH2:19]Cl)=[N:17][CH:18]=1.C(N(CC)CC)C, predict the reaction product. The product is: [Br:12][C:13]1[CH:14]=[CH:15][C:16]([CH2:19][O:8][C:5]2[CH:6]=[CH:7][C:2]([F:1])=[CH:3][CH:4]=2)=[N:17][CH:18]=1.